Dataset: Catalyst prediction with 721,799 reactions and 888 catalyst types from USPTO. Task: Predict which catalyst facilitates the given reaction. (1) Reactant: [NH2:1][C:2]1[C:3]([C:24]([NH:26][C:27]2[CH:28]=[N:29][CH:30]=[CH:31][CH:32]=2)=[O:25])=[N:4][C:5]([C:8]2[CH:13]=[CH:12][C:11]([CH2:14][CH2:15][O:16][Si](C(C)(C)C)(C)C)=[CH:10][CH:9]=2)=[CH:6][N:7]=1.[F-].C([N+](CCCC)(CCCC)CCCC)CCC. The catalyst class is: 1. Product: [NH2:1][C:2]1[C:3]([C:24]([NH:26][C:27]2[CH:28]=[N:29][CH:30]=[CH:31][CH:32]=2)=[O:25])=[N:4][C:5]([C:8]2[CH:13]=[CH:12][C:11]([CH2:14][CH2:15][OH:16])=[CH:10][CH:9]=2)=[CH:6][N:7]=1. (2) Reactant: [OH:1][C:2]1[C:3]([O:14][CH3:15])=[CH:4][C:5]2[CH:9]=[C:8]([C:10]([OH:12])=[O:11])[S:7][C:6]=2[CH:13]=1.[N+:16]([O-])([OH:18])=[O:17]. Product: [OH:1][C:2]1[C:3]([O:14][CH3:15])=[CH:4][C:5]2[CH:9]=[C:8]([C:10]([OH:12])=[O:11])[S:7][C:6]=2[C:13]=1[N+:16]([O-:18])=[O:17]. The catalyst class is: 866.